From a dataset of NCI-60 drug combinations with 297,098 pairs across 59 cell lines. Regression. Given two drug SMILES strings and cell line genomic features, predict the synergy score measuring deviation from expected non-interaction effect. (1) Drug 1: CC12CCC3C(C1CCC2OP(=O)(O)O)CCC4=C3C=CC(=C4)OC(=O)N(CCCl)CCCl.[Na+]. Drug 2: N.N.Cl[Pt+2]Cl. Cell line: NCI-H460. Synergy scores: CSS=47.3, Synergy_ZIP=3.28, Synergy_Bliss=4.11, Synergy_Loewe=-32.4, Synergy_HSA=2.80. (2) Drug 1: C1=CC(=CC=C1CCCC(=O)O)N(CCCl)CCCl. Drug 2: C1=CC(=CC=C1C#N)C(C2=CC=C(C=C2)C#N)N3C=NC=N3. Cell line: PC-3. Synergy scores: CSS=17.7, Synergy_ZIP=-3.84, Synergy_Bliss=-1.02, Synergy_Loewe=-2.07, Synergy_HSA=-1.39. (3) Synergy scores: CSS=38.8, Synergy_ZIP=-4.35, Synergy_Bliss=1.83, Synergy_Loewe=-15.1, Synergy_HSA=3.51. Cell line: OVCAR3. Drug 2: C1=CN(C(=O)N=C1N)C2C(C(C(O2)CO)O)O.Cl. Drug 1: CC(CN1CC(=O)NC(=O)C1)N2CC(=O)NC(=O)C2. (4) Drug 1: CCC1=CC2CC(C3=C(CN(C2)C1)C4=CC=CC=C4N3)(C5=C(C=C6C(=C5)C78CCN9C7C(C=CC9)(C(C(C8N6C)(C(=O)OC)O)OC(=O)C)CC)OC)C(=O)OC.C(C(C(=O)O)O)(C(=O)O)O. Drug 2: C1CN1P(=S)(N2CC2)N3CC3. Cell line: SNB-19. Synergy scores: CSS=27.8, Synergy_ZIP=-3.15, Synergy_Bliss=0.203, Synergy_Loewe=-11.1, Synergy_HSA=1.55. (5) Drug 1: C1CCC(C1)C(CC#N)N2C=C(C=N2)C3=C4C=CNC4=NC=N3. Drug 2: C1C(C(OC1N2C=NC(=NC2=O)N)CO)O. Synergy scores: CSS=16.9, Synergy_ZIP=4.27, Synergy_Bliss=5.64, Synergy_Loewe=-12.7, Synergy_HSA=1.78. Cell line: HCC-2998. (6) Drug 1: CC1=C(C=C(C=C1)C(=O)NC2=CC(=CC(=C2)C(F)(F)F)N3C=C(N=C3)C)NC4=NC=CC(=N4)C5=CN=CC=C5. Drug 2: C1=CC=C(C=C1)NC(=O)CCCCCCC(=O)NO. Cell line: MCF7. Synergy scores: CSS=10.4, Synergy_ZIP=-2.56, Synergy_Bliss=2.33, Synergy_Loewe=-14.2, Synergy_HSA=-2.60. (7) Drug 1: C1CC(C1)(C(=O)O)C(=O)O.[NH2-].[NH2-].[Pt+2]. Drug 2: C1CNP(=O)(OC1)N(CCCl)CCCl. Cell line: MCF7. Synergy scores: CSS=6.67, Synergy_ZIP=-3.17, Synergy_Bliss=-2.02, Synergy_Loewe=-8.66, Synergy_HSA=-1.27.